From a dataset of Peptide-MHC class II binding affinity with 134,281 pairs from IEDB. Regression. Given a peptide amino acid sequence and an MHC pseudo amino acid sequence, predict their binding affinity value. This is MHC class II binding data. The peptide sequence is TEEQKLIEKINAGFK. The MHC is HLA-DQA10501-DQB10201 with pseudo-sequence HLA-DQA10501-DQB10201. The binding affinity (normalized) is 0.0594.